From a dataset of Drug-target binding data from BindingDB using Ki measurements. Regression. Given a target protein amino acid sequence and a drug SMILES string, predict the binding affinity score between them. We predict pKi (pKi = -log10(Ki in M); higher means stronger inhibition). Dataset: bindingdb_ki. (1) The compound is CC[C@H]1NC[C@H](O)[C@@H]1O. The target protein (P07683) has sequence MQLFNLPLKVSFFLVLSYFSLLVSAASIPSSASVQLDSYNYDGSTFSGKIYVKNIAYSKKVTVIYADGSDNWNNNGNTIAASYSAPISGSNYEYWTFSASINGIKEFYIKYEVSGKTYYDNNNSANYQVSTSKPTTTTATATTTTAPSTSTTTPPSRSEPATFPTGNSTISSWIKKQEGISRFAMLRNINPPGSATGFIAASLSTAGPDYYYAWTRDAALTSNVIVYEYNTTLSGNKTILNVLKDYVTFSVKTQSTSTVCNCLGEPKFNPDASGYTGAWGRPQNDGPAERATTFILFADSYLTQTKDASYVTGTLKPAIFKDLDYVVNVWSNGCFDLWEEVNGVHFYTLMVMRKGLLLGADFAKRNGDSTRASTYSSTASTIANKISSFWVSSNNWIQVSQSVTGGVSKKGLDVSTLLAANLGSVDDGFFTPGSEKILATAVAVEDSFASLYPINKNLPSYLGNSIGRYPEDTYNGNGNSQGNSWFLAVTGYAELYYRAI.... The pKi is 4.4. (2) The drug is O=C1c2ccccc2S(=O)(=O)N1CCCCN1CCN(c2cc(Cl)cc3c2OCCO3)CC1. The target protein sequence is MAFLPGNSSDCSNCTHSVGPVNISKAILLGVILGGLIVFGVLGNILVILSVACHRHLQSVTHYYIINLAVADLLLTSTVLPFSATMEILGYWAFGRIFCNIWAAVDVLCCTASIMSLCIISIDRYIGVSYPLRYPSIVTEKRGLLALLCVWALSLVISIGPLFGWKEPAPEDETICQITEEPGYVLFSALGSFYLPLTIILVMYCRVYVVAKRENKGLSSGLKTERSHSEQVTLRIHRKNAPGASGSASNPKSKHHFSVRLLKFSREKKAAKTLGIVVGCFVLCWLPFFVVMPLGSFFPAVKPPDTLFKITFWLGYLNSCINPIIYPCSSQEFKKAFQNVLRVQCLPRKQAAKKQSPSFNLNHPASPSTESSRGVVRIPVGSGETFYKISKSDGVCEWKIFSAVQSMPAKTAVSKDCTAAKVKSKGFLQECCCAGTSGNRGHENCKVPTIKIHTISLSESGEDV. The pKi is 8.2. (3) The small molecule is Nc1nc(O)c2ncn(C[C@@H]3N[C@H](CO)[C@@H](O)[C@H]3O)c2n1. The target protein sequence is MAKTVILDHDGNKDDFVAMILLLSNPKKVNLIGCICTDADCFVENGFDVTGKIMCAMHRLTKTPLFPIGKSTATAVNAFPTEWRFSAKNLDDMPFLNIVEDVALWEKLKPENEAHNGQQLLADLVMKSKEKVTVCVTGPLSNMAWCIEKYGEAFTSKVEECVIMGGAVDVGGNVFLPTTDGSAEWNIYWDPPAAKKVLCCPNIRCVLFSLDATNTVPVRSVDVKGFGAQNQYLLSQMVGTMWAMSTHEEILRDGDAYYAWDALTAAYILEPTIATLEPVALDVDVSKGKSEGRTPRASGEGKPCAHVARNPSKQMFHDLVFASTRVY. The pKi is 5.4. (4) The compound is CCNC(C)Cc1cccc(C(F)(F)F)c1. The target is MLLARMKPQVQPELGGADQ. The pKi is 6.1. (5) The drug is O=C(Nc1ccc(Cl)c(C(F)(F)F)c1)[C@H]1CC=C[C@H]2CCN(Cc3ccccc3)C(=O)[C@@H]12. The target protein sequence is MDSPIQIFRGEPGPTCAPSACLPPNSSAWFPGWAEPDSNGSAGSEDAQLEPAHISPAIPVIITAVYSVVFVVGLVGNSLVMFVIIRYTKMKTATNIYIFNLALADALVTTTMPFQSTVALMNSWPFGDVLCKIVISIDYYNMFTSIFTLTMMSVDRYIAVCHPVKALDFRTPLKAKIINICIWLLSSSVGISAIVLGGTKVREDVDVIECSLQFPDDDYSWWDLFMKICVFIFAFVIPVLIIIVCYTLMILRLKSVRLLSGSREKDRNLRRITRLVLVVVAVFVVCWTPIHIFILVEALGSTSHSTAALSSYYFCIALGYTNSSLNPILYAFLDENFKRCFRDFCFPLKMRMERQSTSRVRNTVQDPAYLRDIDGMNKPV. The pKi is 5.3. (6) The drug is Clc1ccc([C@H]2CC3CCC2N3)cn1. The target protein sequence is MDFSLTRLIFLFIAATLVFSSEDESRLINDLFKSYNKVVRPVKAFKDKVVVTLGLQLIQLINVDEVNQIVTTNVRLKQQWEDVHLKWNPEDYGGIKKVRISSGDIWRPDIVLYNNADGDFAIVQETKVLLDYTGKIIWTPPAIFKSYCEMIVTYFPFDLQNCSMKLGTWTYDGSLVVINPESDRPDLSNFMESGEWYMKDYRGWKHWVYYDCCPETPYLDITYHFLLQRLPLYFIVNVVIPCLLFSFLTGLVFYLPTDSGEKITLSVSVLLSLVVFLLVIVELIPSTSSAVPLIGKYMLFTMVFVITSIVITVIVINTHHRSPSTHIMPQWLKKIFIETIPRVMFFSTMKRPAQDQQKKKIFTEDIDISDISGKLGPAAVKYQSPILKNPDVKSAIEGAKYIAETMKSDQESNKASEEWKFVAMVLDHLLLAVFMIVCIIGTLAIFAGRLIELHMQG. The pKi is 7.1.